Dataset: Forward reaction prediction with 1.9M reactions from USPTO patents (1976-2016). Task: Predict the product of the given reaction. (1) Given the reactants [CH2:1]([O:3][C:4](=[O:16])[CH2:5][N:6]1[C:14]2[C:9](=[CH:10][CH:11]=[C:12]([OH:15])[CH:13]=2)[CH:8]=[CH:7]1)[CH3:2].[F:17][C:18]([F:40])([F:39])[CH2:19][N:20]1[C:24]([CH2:25][CH2:26]O)=[CH:23][C:22]([C:28]2[CH:33]=[CH:32][C:31]([O:34][C:35]([F:38])([F:37])[F:36])=[CH:30][CH:29]=2)=[N:21]1.N(C(OC(C)(C)C)=O)=NC(OC(C)(C)C)=O.C1(P(C2C=CC=CC=2)C2C=CC=CC=2)C=CC=CC=1, predict the reaction product. The product is: [CH2:1]([O:3][C:4](=[O:16])[CH2:5][N:6]1[C:14]2[C:9](=[CH:10][CH:11]=[C:12]([O:15][CH2:26][CH2:25][C:24]3[N:20]([CH2:19][C:18]([F:40])([F:17])[F:39])[N:21]=[C:22]([C:28]4[CH:33]=[CH:32][C:31]([O:34][C:35]([F:37])([F:38])[F:36])=[CH:30][CH:29]=4)[CH:23]=3)[CH:13]=2)[CH:8]=[CH:7]1)[CH3:2]. (2) Given the reactants [Cl:1][C:2]1[CH:3]=[C:4]([CH:27]=[CH:28][C:29]=1[O:30][CH3:31])[CH2:5][NH:6][C:7]1[C:12]([C:13]([O:15][CH3:16])=[O:14])=[C:11]([N:17]2[CH2:22][CH2:21][CH:20]([OH:23])[CH2:19][CH2:18]2)[N:10]=[C:9](S(C)=O)[N:8]=1.[N:32]1[CH:33]=[CH:34][N:35]2[CH2:40][CH2:39][NH:38][CH2:37][C:36]=12.C(N(CC)CC)C.CN(C)C(=O)C, predict the reaction product. The product is: [Cl:1][C:2]1[CH:3]=[C:4]([CH:27]=[CH:28][C:29]=1[O:30][CH3:31])[CH2:5][NH:6][C:7]1[C:12]([C:13]([O:15][CH3:16])=[O:14])=[C:11]([N:17]2[CH2:22][CH2:21][CH:20]([OH:23])[CH2:19][CH2:18]2)[N:10]=[C:9]([N:38]2[CH2:39][CH2:40][N:35]3[CH:34]=[CH:33][N:32]=[C:36]3[CH2:37]2)[N:8]=1. (3) Given the reactants [C:1]([O:5][C:6]([N:8]1[CH2:13][CH2:12][CH2:11][CH:10]([C:14]([OH:16])=O)[CH2:9]1)=[O:7])([CH3:4])([CH3:3])[CH3:2].Cl.C([N:25]([CH2:29][CH2:30][CH2:31][C@H:32]([NH2:52])[C:33]([N:35]([CH2:39][CH2:40][NH:41][C:42]([O:44][CH2:45][C:46]1[CH:51]=[CH:50][CH:49]=[CH:48][CH:47]=1)=[O:43])[CH2:36][CH2:37][OH:38])=[O:34])[C:26](=[O:28])[OH:27])C1C=CC=CC=1.[CH2:53](N(CC)CC)C.C(Cl)CCl.[CH:64]1[CH:65]=[CH:66][C:67]2N(O)N=N[C:68]=2[CH:69]=1, predict the reaction product. The product is: [CH2:53]([O:27][C:26]([NH:25][CH2:29][CH2:30][CH2:31][C@@H:32]([C:33](=[O:34])[N:35]([CH2:36][CH2:37][OH:38])[CH2:39][CH2:40][NH:41][C:42](=[O:43])[O:44][CH2:45][C:46]1[CH:47]=[CH:48][CH:49]=[CH:50][CH:51]=1)[NH:52][C:14]([CH:10]1[CH2:11][CH2:12][CH2:13][N:8]([C:6]([O:5][C:1]([CH3:2])([CH3:3])[CH3:4])=[O:7])[CH2:9]1)=[O:16])=[O:28])[C:68]1[CH:67]=[CH:66][CH:65]=[CH:64][CH:69]=1. (4) Given the reactants [NH2:1][CH:2]([C:24]1[CH:29]=[CH:28][CH:27]=[CH:26][C:25]=1[Cl:30])[C:3]1[S:7][C:6]([NH:8][C:9]([C:11]2([C:14]3[CH:22]=[CH:21][C:17]4[O:18][CH2:19][O:20][C:16]=4[CH:15]=3)[CH2:13][CH2:12]2)=[O:10])=[N:5][C:4]=1[CH3:23].[Si:31]([O:38][C@H:39]([CH2:43]Cl)[CH2:40][CH:41]=O)([C:34]([CH3:37])([CH3:36])[CH3:35])([CH3:33])[CH3:32].[BH4-].[Na+].C(Cl)Cl, predict the reaction product. The product is: [O:18]1[C:17]2[CH:21]=[CH:22][C:14]([C:11]3([C:9]([NH:8][C:6]4[S:7][C:3]([CH:2]([N:1]5[CH2:41][CH2:40][C@H:39]([O:38][Si:31]([C:34]([CH3:36])([CH3:35])[CH3:37])([CH3:32])[CH3:33])[CH2:43]5)[C:24]5[CH:29]=[CH:28][CH:27]=[CH:26][C:25]=5[Cl:30])=[C:4]([CH3:23])[N:5]=4)=[O:10])[CH2:13][CH2:12]3)=[CH:15][C:16]=2[O:20][CH2:19]1.